From a dataset of Forward reaction prediction with 1.9M reactions from USPTO patents (1976-2016). Predict the product of the given reaction. (1) Given the reactants [CH3:1][O:2][C:3]1[CH:12]=[C:11]2[C:6]([CH2:7][CH2:8][CH2:9][C:10]2([CH3:14])[CH3:13])=[CH:5][CH:4]=1.[Br:15]Br, predict the reaction product. The product is: [Br:15][C:4]1[CH:5]=[C:6]2[C:11](=[CH:12][C:3]=1[O:2][CH3:1])[C:10]([CH3:14])([CH3:13])[CH2:9][CH2:8][CH2:7]2. (2) Given the reactants [Cl:1][C:2]1[CH:8]=[CH:7][C:5]([NH2:6])=[CH:4][C:3]=1[CH3:9].N1C=CC=CC=1.Cl[C:17]([O:19][C:20]1[CH:25]=[CH:24][CH:23]=[CH:22][CH:21]=1)=[O:18].Cl, predict the reaction product. The product is: [Cl:1][C:2]1[CH:8]=[CH:7][C:5]([NH:6][C:17](=[O:18])[O:19][C:20]2[CH:25]=[CH:24][CH:23]=[CH:22][CH:21]=2)=[CH:4][C:3]=1[CH3:9]. (3) Given the reactants [H-].[Na+].[C:3]1([CH2:9][C:10]([O:12]C)=O)[CH:8]=[CH:7][CH:6]=[CH:5][CH:4]=1.[C:14](#[N:16])[CH3:15], predict the reaction product. The product is: [O:12]=[C:10]([CH2:9][C:3]1[CH:4]=[CH:5][CH:6]=[CH:7][CH:8]=1)[CH2:15][C:14]#[N:16]. (4) Given the reactants [NH2:1][C@H:2]([C:10]([OH:12])=[O:11])[CH2:3][C:4]1[CH:9]=[CH:8][CH:7]=[CH:6][CH:5]=1.[CH2:13]([CH2:16][S:17]([OH:20])(=[O:19])=[O:18])[CH2:14][NH2:15].[CH2:21]([OH:23])C, predict the reaction product. The product is: [NH2:15][C@H:14]([C:21]([NH:1][C@H:2]([C:10]([OH:12])=[O:11])[CH2:3][C:4]1[CH:9]=[CH:8][CH:7]=[CH:6][CH:5]=1)=[O:23])[CH2:13][C:16]1[CH:5]=[CH:4][CH:3]=[CH:2][CH:10]=1.[CH2:13]([CH2:16][S:17]([OH:20])(=[O:19])=[O:18])[CH2:14][NH2:15]. (5) The product is: [C:10]1([C:16]2[S:20][C:19]3=[N:21][C:22]([CH2:24][OH:25])=[CH:23][N:18]3[N:17]=2)[CH:11]=[CH:12][CH:13]=[CH:14][CH:15]=1. Given the reactants CC(C[AlH]CC(C)C)C.[C:10]1([C:16]2[S:20][C:19]3=[N:21][C:22]([C:24](OCC)=[O:25])=[CH:23][N:18]3[N:17]=2)[CH:15]=[CH:14][CH:13]=[CH:12][CH:11]=1, predict the reaction product. (6) Given the reactants C(O[C:5](=[O:7])C)(=O)C.C(O)=O.[F:11][C:12]1[CH:13]=[C:14]([N+:19]([O-:21])=[O:20])[C:15]([NH2:18])=[N:16][CH:17]=1, predict the reaction product. The product is: [F:11][C:12]1[CH:13]=[C:14]([N+:19]([O-:21])=[O:20])[C:15]([NH:18][CH:5]=[O:7])=[N:16][CH:17]=1.